Task: Predict the product of the given reaction.. Dataset: Forward reaction prediction with 1.9M reactions from USPTO patents (1976-2016) (1) Given the reactants [C:1]([OH:8])(=[O:7])[CH2:2][CH2:3][C:4]([OH:6])=[O:5].[C:9]([CH:26]([CH:28]([CH:30]([C:32](=[O:48])[CH2:33][CH2:34][CH2:35][CH2:36][CH2:37][CH2:38][CH2:39][CH2:40][CH2:41][CH2:42][CH2:43][CH2:44][CH2:45][CH2:46][CH3:47])[OH:31])[OH:29])[OH:27])(=[O:25])[CH2:10][CH2:11][CH2:12][CH2:13][CH2:14][CH2:15][CH2:16][CH2:17][CH2:18][CH2:19][CH2:20][CH2:21][CH2:22][CH2:23][CH3:24].C(N1C=CN=C1)(N1C=CN=C1)=O.[NH2:61][CH2:62][CH2:63][C:64]1[N:68]=[CH:67][NH:66][CH:65]=1, predict the reaction product. The product is: [NH2:61][CH2:62][CH2:63][C:64]1[N:68]=[CH:67][NH:66][CH:65]=1.[C:1]([OH:8])(=[O:7])[CH2:2][CH2:3][C:4]([OH:6])=[O:5].[C:9]([CH:26]([OH:27])[CH:28]([OH:29])[CH:30]([C:32](=[O:48])[CH2:33][CH2:34][CH2:35][CH2:36][CH2:37][CH2:38][CH2:39][CH2:40][CH2:41][CH2:42][CH2:43][CH2:44][CH2:45][CH2:46][CH3:47])[OH:31])(=[O:25])[CH2:10][CH2:11][CH2:12][CH2:13][CH2:14][CH2:15][CH2:16][CH2:17][CH2:18][CH2:19][CH2:20][CH2:21][CH2:22][CH2:23][CH3:24]. (2) Given the reactants [Cl:1][C:2]1[C:3]2[N:10]([CH2:11][CH:12]=[O:13])[CH:9]=[C:8]([C:14]([C:20]3[CH:21]=[C:22]4[C:26](=[CH:27][CH:28]=3)[N:25]([C:29]3[CH:34]=[CH:33][C:32]([F:35])=[CH:31][CH:30]=3)[N:24]=[CH:23]4)([OH:19])[C:15]([F:18])([F:17])[F:16])[C:4]=2[N:5]=[CH:6][N:7]=1.[BH4-].[Na+], predict the reaction product. The product is: [Cl:1][C:2]1[C:3]2[N:10]([CH2:11][CH2:12][OH:13])[CH:9]=[C:8]([C:14]([C:20]3[CH:21]=[C:22]4[C:26](=[CH:27][CH:28]=3)[N:25]([C:29]3[CH:30]=[CH:31][C:32]([F:35])=[CH:33][CH:34]=3)[N:24]=[CH:23]4)([OH:19])[C:15]([F:18])([F:17])[F:16])[C:4]=2[N:5]=[CH:6][N:7]=1. (3) The product is: [Cl:28][C:26]1[CH:25]=[CH:24][C:7]([CH2:8][N:9]2[CH:14]=[C:13]([C:15]3[CH:20]=[CH:19][C:18]([OH:21])=[CH:17][CH:16]=3)[CH:12]=[CH:11][C:10]2=[O:23])=[C:6]([F:5])[CH:27]=1. Given the reactants B(Br)(Br)Br.[F:5][C:6]1[CH:27]=[C:26]([Cl:28])[CH:25]=[CH:24][C:7]=1[CH2:8][N:9]1[CH:14]=[C:13]([C:15]2[CH:20]=[CH:19][C:18]([O:21]C)=[CH:17][CH:16]=2)[CH:12]=[CH:11][C:10]1=[O:23].CO, predict the reaction product. (4) The product is: [Br:1][C:2]1[C:3]([CH3:11])=[N:4][C:5]([O:9][CH3:10])=[C:6]([Cl:19])[C:7]=1[CH3:8]. Given the reactants [Br:1][C:2]1[C:3]([CH3:11])=[N:4][C:5]([O:9][CH3:10])=[CH:6][C:7]=1[CH3:8].C1C(=O)N([Cl:19])C(=O)C1, predict the reaction product. (5) Given the reactants Br[C:2]1[CH:9]=[C:8]([O:10][CH3:11])[C:7]([O:12][CH3:13])=[CH:6][C:3]=1[CH:4]=[O:5].[C:14]([C:16]1[CH:21]=[CH:20][CH:19]=[CH:18][CH:17]=1)#[CH:15], predict the reaction product. The product is: [CH3:11][O:10][C:8]1[C:7]([O:12][CH3:13])=[CH:6][C:3]([CH:4]=[O:5])=[C:2]([C:15]#[C:14][C:16]2[CH:21]=[CH:20][CH:19]=[CH:18][CH:17]=2)[CH:9]=1. (6) The product is: [Cl:33][C:18]1[CH:17]=[C:16]([NH:15][C:13]2[C:14]3[N:6]([CH2:5][CH2:4][NH:3][C:45](=[O:46])[CH2:44][CH2:43][S:42][CH3:41])[CH:7]=[CH:8][C:9]=3[N:10]=[CH:11][N:12]=2)[CH:21]=[CH:20][C:19]=1[O:22][C:23]1[CH:28]=[CH:27][CH:26]=[C:25]([C:29]([F:32])([F:31])[F:30])[CH:24]=1. Given the reactants Cl.Cl.[NH2:3][CH2:4][CH2:5][N:6]1[C:14]2[C:13]([NH:15][C:16]3[CH:21]=[CH:20][C:19]([O:22][C:23]4[CH:28]=[CH:27][CH:26]=[C:25]([C:29]([F:32])([F:31])[F:30])[CH:24]=4)=[C:18]([Cl:33])[CH:17]=3)=[N:12][CH:11]=[N:10][C:9]=2[CH:8]=[CH:7]1.C(N(CC)CC)C.[CH3:41][S:42][CH2:43][CH2:44][C:45](Cl)=[O:46].O, predict the reaction product.